This data is from Blood-brain barrier penetration binary classification data from Martins et al.. The task is: Regression/Classification. Given a drug SMILES string, predict its absorption, distribution, metabolism, or excretion properties. Task type varies by dataset: regression for continuous measurements (e.g., permeability, clearance, half-life) or binary classification for categorical outcomes (e.g., BBB penetration, CYP inhibition). Dataset: bbb_martins. (1) The drug is CSc1ccc2c(c1)N(CCC1CCCNC1)c1ccccc1S2. The result is 1 (penetrates BBB). (2) The molecule is O=C(c1cccnc1)N1CCOCC1. The result is 1 (penetrates BBB). (3) The drug is CC(CN1c2ccccc2Sc2ccccc21)N(C)C. The result is 1 (penetrates BBB). (4) The result is 1 (penetrates BBB). The drug is COc1ccc(C(CN(C)C)C2(O)CCCCC2)cc1. (5) The molecule is O=C(O)c1cc(=O)c2ccccc2o1. The result is 1 (penetrates BBB). (6) The compound is CC1(C)S[C@@H]2[C@H](NC(=O)[C@H](NS(=O)(=O)[O-])c3ccccc3)C(=O)N2[C@H]1C(=O)[O-].[Na+].[Na+]. The result is 0 (does not penetrate BBB). (7) The drug is CCN(CC)CCNC(=O)c1cc(Cl)cc(Cl)c1OC. The result is 1 (penetrates BBB).